From a dataset of Reaction yield outcomes from USPTO patents with 853,638 reactions. Predict the reaction yield, written as a fraction of the theoretical maximum amount of product (1.0 means a 100% yield; for example, 0.34 means a 34% yield). (1) The reactants are N[C:2]1[CH:3]=[CH:4][C:5]([C:8]#[N:9])=[N:6][CH:7]=1.[OH:10]S(O)(=O)=O.N([O-])=O.[Na+]. The catalyst is O. The product is [C:8]([C:5]1[CH:4]=[CH:3][C:2]([OH:10])=[CH:7][N:6]=1)#[N:9]. The yield is 0.890. (2) The reactants are [C:1]([C:3]1[C:11]2[N:10]([CH3:12])[C:9]([NH:13][C:14]3[C:19]([Cl:20])=[CH:18][CH:17]=[CH:16][C:15]=3[Cl:21])=[N:8][C:7]=2[CH:6]=[CH:5][C:4]=1[C:22]1(C(OCC)=O)[CH2:26][CH2:25][CH2:24][C:23]1=O)#[N:2].C(O)(=[O:35])C.OS(O)(=O)=O. The catalyst is O. The product is [Cl:21][C:15]1[CH:16]=[CH:17][CH:18]=[C:19]([Cl:20])[C:14]=1[NH:13][C:9]1[N:10]([CH3:12])[C:11]2[C:3]3[C:1](=[O:35])[NH:2][C:26]4[CH2:25][CH2:24][CH2:23][C:22]=4[C:4]=3[CH:5]=[CH:6][C:7]=2[N:8]=1. The yield is 0.430. (3) The yield is 0.380. The reactants are [CH2:1]([S:13][CH:14]([CH3:27])[CH2:15][C:16]([CH:18]1[C:23]([CH3:25])([CH3:24])[CH2:22][CH:21]=[CH:20][CH:19]1[CH3:26])=[O:17])[CH2:2][CH2:3][CH2:4][CH2:5][CH2:6][CH2:7][CH2:8][CH2:9][CH2:10][CH2:11][CH3:12].CC[OH:30]. The product is [CH2:1]([S:13]([CH:14]([CH3:27])[CH2:15][C:16]([CH:18]1[C:23]([CH3:24])([CH3:25])[CH2:22][CH:21]=[CH:20][CH:19]1[CH3:26])=[O:17])=[O:30])[CH2:2][CH2:3][CH2:4][CH2:5][CH2:6][CH2:7][CH2:8][CH2:9][CH2:10][CH2:11][CH3:12]. The catalyst is CO.O. (4) The reactants are C(OC([NH:8][C:9]1[S:13][C:12]([C:14]2[C:19]([F:20])=[CH:18][CH:17]=[CH:16][C:15]=2[F:21])=[N:11][C:10]=1[C:22]([NH:24][C:25]1[CH:26]=[N:27][N:28]([CH3:45])[C:29]=1[N:30]1[CH2:35][C@H:34]([F:36])[CH2:33][C@H:32]([NH:37]C(=O)OC(C)(C)C)[CH2:31]1)=[O:23])=O)(C)(C)C.N. The catalyst is Cl.CO.CO. The product is [NH2:8][C:9]1[S:13][C:12]([C:14]2[C:15]([F:21])=[CH:16][CH:17]=[CH:18][C:19]=2[F:20])=[N:11][C:10]=1[C:22]([NH:24][C:25]1[CH:26]=[N:27][N:28]([CH3:45])[C:29]=1[N:30]1[CH2:35][C@H:34]([F:36])[CH2:33][C@H:32]([NH2:37])[CH2:31]1)=[O:23]. The yield is 0.590. (5) The reactants are I.[NH:2]1[CH2:7][CH2:6][CH2:5][N:4]=[C:3]1[NH:8][NH2:9].Cl.[C:11](Cl)(=O)[C:12]1[CH:17]=[CH:16][N:15]=[CH:14][CH:13]=1. The catalyst is N1C=CC=CC=1.C([O-])([O-])=O.[K+].[K+]. The product is [N:15]1[CH:16]=[CH:17][C:12]([C:11]2[N:4]3[CH2:5][CH2:6][CH2:7][NH:2][C:3]3=[N:8][N:9]=2)=[CH:13][CH:14]=1. The yield is 0.180. (6) The reactants are [C:1]([C:4]1[C:9]([NH:10][C:11]([C:13]2[S:14][CH2:15][CH:16]([C:18]([F:21])([F:20])[F:19])[N:17]=2)=O)=[C:8]([CH3:22])[C:7]([O:23][CH3:24])=[CH:6][CH:5]=1)(=[O:3])[CH3:2].CC(C)([O-])C.[K+]. The catalyst is CC(O)(C)C. The product is [CH3:24][O:23][C:7]1[C:8]([CH3:22])=[C:9]2[C:4]([C:1]([OH:3])=[CH:2][C:11]([C:13]3[S:14][CH:15]=[C:16]([C:18]([F:21])([F:20])[F:19])[N:17]=3)=[N:10]2)=[CH:5][CH:6]=1. The yield is 0.890. (7) The reactants are [O:1]1[C:6]2([CH2:11][CH2:10][NH:9][CH2:8][CH2:7]2)[O:5][CH2:4][CH2:3][CH2:2]1.C(N(CC)CC)C.Cl[C:20]([O:22][CH2:23][C:24]1[CH:29]=[CH:28][CH:27]=[CH:26][CH:25]=1)=[O:21]. The catalyst is C1COCC1.CCOC(C)=O. The product is [O:1]1[C:6]2([CH2:11][CH2:10][N:9]([C:20]([O:22][CH2:23][C:24]3[CH:29]=[CH:28][CH:27]=[CH:26][CH:25]=3)=[O:21])[CH2:8][CH2:7]2)[O:5][CH2:4][CH2:3][CH2:2]1. The yield is 0.680.